From a dataset of Full USPTO retrosynthesis dataset with 1.9M reactions from patents (1976-2016). Predict the reactants needed to synthesize the given product. (1) The reactants are: [CH2:1](B(O)O)[C:2]1[CH:7]=[CH:6][CH:5]=[CH:4][CH:3]=1.Br[C:12]1[CH:19]=[CH:18][C:15]([CH:16]=[O:17])=[C:14]([O:20][CH3:21])[CH:13]=1.[F-].[Cs+].C([O-])([O-])=O.[K+].[K+]. Given the product [CH2:1]([C:12]1[CH:19]=[CH:18][C:15]([CH:16]=[O:17])=[C:14]([O:20][CH3:21])[CH:13]=1)[C:2]1[CH:7]=[CH:6][CH:5]=[CH:4][CH:3]=1, predict the reactants needed to synthesize it. (2) Given the product [Br:32][C:28]1[CH:27]=[C:26]2[C:31](=[CH:30][CH:29]=1)[C:22]([CH2:21][N:18]1[C:19](=[O:20])[C@@H:13]([NH:12][C:11](=[O:39])[C@@H:9]([N:7]([CH3:8])[C:6](=[O:40])[O:5][C:1]([CH3:2])([CH3:3])[CH3:4])[CH3:10])[CH2:14][N:15]([C:48](=[O:49])[CH2:47][C:43]3[CH:42]=[N:41][CH:46]=[CH:45][CH:44]=3)[C:16]3[CH:38]=[CH:37][CH:36]=[CH:35][C:17]1=3)=[C:23]([O:33][CH3:34])[CH:24]=[CH:25]2, predict the reactants needed to synthesize it. The reactants are: [C:1]([O:5][C:6](=[O:40])[N:7]([C@H:9]([C:11](=[O:39])[NH:12][C@@H:13]1[C:19](=[O:20])[N:18]([CH2:21][C:22]2[C:31]3[C:26](=[CH:27][C:28]([Br:32])=[CH:29][CH:30]=3)[CH:25]=[CH:24][C:23]=2[O:33][CH3:34])[C:17]2[CH:35]=[CH:36][CH:37]=[CH:38][C:16]=2[NH:15][CH2:14]1)[CH3:10])[CH3:8])([CH3:4])([CH3:3])[CH3:2].[N:41]1[CH:46]=[CH:45][CH:44]=[C:43]([CH2:47][C:48](O)=[O:49])[CH:42]=1.O=P(Cl)(Cl)Cl. (3) Given the product [Cl:20][C:16]1[CH:15]=[C:14]([NH:13][C:11]([N:8]2[CH2:9][CH2:10][C:5]3[NH:4][N:3]=[C:2]([CH:22]=[CH2:23])[C:6]=3[CH2:7]2)=[O:12])[CH:19]=[CH:18][CH:17]=1, predict the reactants needed to synthesize it. The reactants are: Br[C:2]1[C:6]2[CH2:7][N:8]([C:11]([NH:13][C:14]3[CH:19]=[CH:18][CH:17]=[C:16]([Cl:20])[CH:15]=3)=[O:12])[CH2:9][CH2:10][C:5]=2[NH:4][N:3]=1.[B-](F)(F)(F)[CH:22]=[CH2:23].[K+].CC(C1C=C(C(C)C)C(C2C=CC=CC=2P(C2CCCCC2)C2CCCCC2)=C(C(C)C)C=1)C.C([O-])([O-])=O.[Na+].[Na+]. (4) Given the product [NH2:1][C:4]1[CH:9]=[CH:8][C:7]([CH2:10][CH2:11][N:12]2[C:17]3[CH2:18][CH2:19][S:20][CH2:21][C:16]=3[C:15](=[O:22])[NH:14][C:13]2=[O:23])=[CH:6][CH:5]=1, predict the reactants needed to synthesize it. The reactants are: [N+:1]([C:4]1[CH:9]=[CH:8][C:7]([CH2:10][CH2:11][N:12]2[C:17]3[CH2:18][CH2:19][S:20][CH2:21][C:16]=3[C:15](=[O:22])[NH:14][C:13]2=[O:23])=[CH:6][CH:5]=1)([O-])=O.[H][H]. (5) Given the product [Cl:1][C:2]1[C:7]([C:8]([Cl:24])=[O:9])=[C:6]([Cl:10])[N:5]=[CH:4][N:3]=1, predict the reactants needed to synthesize it. The reactants are: [Cl:1][C:2]1[C:7]([CH:8]=[O:9])=[C:6]([Cl:10])[N:5]=[CH:4][N:3]=1.CC(N=NC(C#N)(C)C)(C#N)C.C(Cl)(Cl)(Cl)[Cl:24]. (6) Given the product [CH3:47][O:48][C:49]([C:51]1([CH2:57][S:58]([N:44]2[CH2:45][CH2:46][N:41]([C:38]3[CH:37]=[CH:36][C:35]([C:31]4[CH:30]=[N:29][CH:34]=[CH:33][CH:32]=4)=[CH:40][CH:39]=3)[CH2:42][CH2:43]2)(=[O:60])=[O:59])[CH2:56][CH2:55][O:54][CH2:53][CH2:52]1)=[O:50], predict the reactants needed to synthesize it. The reactants are: C(OC(=O)C(CS(N1CCN(C2C=CC(Br)=CC=2)CC1)(=O)=O)C(C)C)(C)(C)C.[N:29]1[CH:34]=[CH:33][CH:32]=[C:31]([C:35]2[CH:40]=[CH:39][C:38]([N:41]3[CH2:46][CH2:45][NH:44][CH2:43][CH2:42]3)=[CH:37][CH:36]=2)[CH:30]=1.[CH3:47][O:48][C:49]([C:51]1([CH2:57][S:58](Cl)(=[O:60])=[O:59])[CH2:56][CH2:55][O:54][CH2:53][CH2:52]1)=[O:50].